This data is from Experimentally validated miRNA-target interactions with 360,000+ pairs, plus equal number of negative samples. The task is: Binary Classification. Given a miRNA mature sequence and a target amino acid sequence, predict their likelihood of interaction. (1) The miRNA is hsa-miR-3945 with sequence AGGGCAUAGGAGAGGGUUGAUAU. The protein sequence of the target gene is MESLLENPVRAVLYLKELTAIVQNQQSLIHTQRQRIDELERRLDELSAENRSLWEHQQLLQAQPPPGLVPPPPSAPLPAPAVTAPAAAAAQEPLQDHGQLIPASPEPPLQHHGQLLAQPQPAPSSRVQTPQSPHQHPVAPGAIADKEKERPSSCCAAAGALLQHASPAALGKGVLSRRPENETVLHQFCCPAADTEQKPACSDLASQSDGSCAQAGGGMEDSVVAAVAAGRPSAHAPKAQAPELQQEEERPGAVGSPRAGPLRAASPGRQQPALATALCSHTPAASEYELSLDLKNKQIE.... Result: 0 (no interaction). (2) The miRNA is hsa-miR-335-5p with sequence UCAAGAGCAAUAACGAAAAAUGU. The protein sequence of the target gene is MNAPLDGLSVSSSSTGSLGSAAGAGGGGGAGLRLLSANVRQLHQALTALLSEAEREQFTHCLNAYHARRNVFDLVRTLRVLLDSPVKRRLLPMLRLVIPRSDQLLFDQYTAEGLYLPATTPYRQPAWGGPDSAGPGEVRLVSLRRAKAHEGLGFSIRGGSEHGVGIYVSLVEPGSLAEKEGLRVGDQILRVNDKSLARVTHAEAVKALKGSKKLVLSVYSAGRIPGGYVTNHIYTWVDPQGRSISPPSGLPQPHGGALRQQEGDRRSTLHLLQGGDEKKVNLVLGDGRSLGLTIRGGAEY.... Result: 1 (interaction). (3) The miRNA is hsa-miR-1193 with sequence GGGAUGGUAGACCGGUGACGUGC. The protein sequence of the target gene is MDVNIAPLRAWDDFFPGSDRFARPDFRDISKWNNRVVSNLLYYQTNYLVVAAMMISIVGFLSPFNMILGGIVVVLVFTGFVWAAHNKDVLRRMKKRYPTTFVMVVMLASYFLISMFGGVMVFVFGITFPLLLMFIHASLRLRNLKNKLENKMEGIGLKRTPMGIVLDALEQQEEGINRLTDYISKVKE. Result: 0 (no interaction). (4) The miRNA is hsa-miR-539-3p with sequence AUCAUACAAGGACAAUUUCUUU. The protein sequence of the target gene is MAAAGAAVARSPGIGAGPALRARRSPPPRAARLPRLLVLLAAAAVGPGAGGAARLYRAGEDAVWVLDSGSVRGATANSSAAWLVQFYSSWCGHCIGYAPTWRALAGDVRDWASAIRVAALDCMEEKNQAVCHDYDIHFYPTFRYFKAFTKEFTTGENFKGPDRELRTVRQTMIDFLQNHTEGSRPPACPRLDPIQPSDVLSLLDNRGSHYVAIVFESNSSYLGREVILDLIPYESIVVTRALDGDKAFLEKLGVSSVPSCYLIYPNGSHGLINVVKPLRAFFSSYLKSLPDVRKKSLPLP.... Result: 1 (interaction).